Dataset: Catalyst prediction with 721,799 reactions and 888 catalyst types from USPTO. Task: Predict which catalyst facilitates the given reaction. (1) Reactant: I[C:2]1[S:3][C:4]2[CH:10]=[C:9]([O:11][CH3:12])[CH:8]=[CH:7][C:5]=2[N:6]=1.[C:13]([C:15]1[CH:22]=[CH:21][C:18]([NH:19][CH3:20])=[C:17]([N+:23]([O-:25])=[O:24])[CH:16]=1)#[CH:14]. Product: [CH3:12][O:11][C:9]1[CH:8]=[CH:7][C:5]2[N:6]=[C:2]([C:14]#[C:13][C:15]3[CH:22]=[CH:21][C:18]([NH:19][CH3:20])=[C:17]([N+:23]([O-:25])=[O:24])[CH:16]=3)[S:3][C:4]=2[CH:10]=1. The catalyst class is: 767. (2) Reactant: [C:1]([CH2:4][C:5]1(C([O-])=O)[C:9]2[NH:10][C:11]3[CH:12]=[CH:13][C:14]([O:17][CH2:18][C:19]4[CH:24]=[CH:23][C:22]([CH:25]5[CH2:29][CH2:28][CH2:27][CH2:26]5)=[C:21]([C:30]([F:33])([F:32])[F:31])[CH:20]=4)=[CH:15][C:16]=3[C:8]=2[CH2:7][CH2:6]1)([O-:3])=[O:2].[Na+].[Na+].[Cl-].[NH4+]. Product: [CH:25]1([C:22]2[CH:23]=[CH:24][C:19]([CH2:18][O:17][C:14]3[CH:13]=[CH:12][C:11]4[NH:10][C:9]5[CH:5]([CH2:4][C:1]([OH:3])=[O:2])[CH2:6][CH2:7][C:8]=5[C:16]=4[CH:15]=3)=[CH:20][C:21]=2[C:30]([F:33])([F:31])[F:32])[CH2:29][CH2:28][CH2:27][CH2:26]1. The catalyst class is: 6. (3) Reactant: [Cl:1][C:2]1[CH:3]=[C:4]([N:20]2[C:25](=[O:26])[NH:24][C:23](=[O:27])[C:22]([C:28]#[N:29])=[N:21]2)[CH:5]=[C:6]([Cl:19])[C:7]=1[O:8][C:9]1[CH:14]=[C:13]([CH:15]([CH3:17])[CH3:16])[C:12](=[O:18])[NH:11][N:10]=1.[CH2:30]=[O:31]. Product: [Cl:1][C:2]1[CH:3]=[C:4]([N:20]2[C:25](=[O:26])[NH:24][C:23](=[O:27])[C:22]([C:28]#[N:29])=[N:21]2)[CH:5]=[C:6]([Cl:19])[C:7]=1[O:8][C:9]1[CH:14]=[C:13]([CH:15]([CH3:17])[CH3:16])[C:12](=[O:18])[N:11]([CH2:30][OH:31])[N:10]=1. The catalyst class is: 24.